From a dataset of Forward reaction prediction with 1.9M reactions from USPTO patents (1976-2016). Predict the product of the given reaction. (1) Given the reactants C[Si]([N-][Si](C)(C)C)(C)C.[K+].C(O[C:14]1[C:19]([C:20]2[NH:21][C:22](=[O:35])[C:23]3[C:24](=[C:26]([CH2:33][CH3:34])[N:27]([CH2:29][CH2:30][O:31][CH3:32])[N:28]=3)[N:25]=2)=[CH:18][C:17]([S:36]([N:39]2[CH2:44][CH2:43][N:42]([CH3:45])[CH2:41][CH2:40]2)(=[O:38])=[O:37])=[CH:16][N:15]=1)C.[CH3:46][CH:47]([CH3:50])[CH2:48][OH:49], predict the reaction product. The product is: [CH2:48]([O:49][C:14]1[C:19]([C:20]2[NH:21][C:22](=[O:35])[C:23]3[C:24](=[C:26]([CH2:33][CH3:34])[N:27]([CH2:29][CH2:30][O:31][CH3:32])[N:28]=3)[N:25]=2)=[CH:18][C:17]([S:36]([N:39]2[CH2:44][CH2:43][N:42]([CH3:45])[CH2:41][CH2:40]2)(=[O:37])=[O:38])=[CH:16][N:15]=1)[CH:47]([CH3:50])[CH3:46]. (2) The product is: [CH:44]1([CH2:47][NH:48][C:31]([NH:1][C:2]2[CH:3]=[CH:4][C:5]([O:6][CH:7]3[CH2:11][CH2:10][N:9]([CH2:12][C:13]4[CH:14]=[CH:15][C:16]([C:19]([OH:28])([C:20]([F:21])([F:22])[F:23])[C:24]([F:27])([F:25])[F:26])=[CH:17][CH:18]=4)[CH2:8]3)=[CH:29][CH:30]=2)=[O:32])[CH2:46][CH2:45]1. Given the reactants [NH2:1][C:2]1[CH:30]=[CH:29][C:5]([O:6][CH:7]2[CH2:11][CH2:10][N:9]([CH2:12][C:13]3[CH:18]=[CH:17][C:16]([C:19]([OH:28])([C:24]([F:27])([F:26])[F:25])[C:20]([F:23])([F:22])[F:21])=[CH:15][CH:14]=3)[CH2:8]2)=[CH:4][CH:3]=1.[C:31](Cl)(=O)[O:32]C1C=CC([N+]([O-])=O)=CC=1.[CH:44]1([CH2:47][NH2:48])[CH2:46][CH2:45]1.C(N(CC)CC)C, predict the reaction product. (3) Given the reactants [C:1]([NH:18][C@H:19]([C:23](O)=[O:24])[CH2:20][CH2:21][CH3:22])([O:3][CH2:4][CH:5]1[C:17]2[C:12](=[CH:13][CH:14]=[CH:15][CH:16]=2)[C:11]2[C:6]1=[CH:7][CH:8]=[CH:9][CH:10]=2)=[O:2].S(Cl)(Cl)=O, predict the reaction product. The product is: [CH:7]1[C:6]2[CH:5]([CH2:4][O:3][C:1]([NH:18][C@H:19]([CH:23]=[O:24])[CH2:20][CH2:21][CH3:22])=[O:2])[C:17]3[C:12](=[CH:13][CH:14]=[CH:15][CH:16]=3)[C:11]=2[CH:10]=[CH:9][CH:8]=1.